From a dataset of Catalyst prediction with 721,799 reactions and 888 catalyst types from USPTO. Predict which catalyst facilitates the given reaction. (1) Reactant: ClCCCO[CH:6]1[C:15]2[C:10](=CC=CC=2)[CH:9](C2C=NC=CC=2)[CH2:8][N:7]1[CH3:22].[CH3:23][N:24]1[CH2:33][CH:32]([C:34]2[CH:35]=[N:36][CH:37]=[CH:38][CH:39]=2)[C:31]2[C:26](=[CH:27][C:28]([OH:40])=[CH:29][CH:30]=2)[CH2:25]1.Br[CH2:42][CH2:43]CCl.C([O-])([O-])=O.[K+].[K+]. Product: [CH3:23][N:24]1[CH2:33][CH:32]([C:34]2[CH:35]=[N:36][CH:37]=[CH:38][CH:39]=2)[C:31]2[C:26](=[CH:27][C:28]([O:40][CH2:42][CH2:43][CH2:22][N:7]3[CH2:6][CH2:15][CH2:10][CH2:9][CH2:8]3)=[CH:29][CH:30]=2)[CH2:25]1. The catalyst class is: 95. (2) Reactant: Cl[C:2]1[C:10]([S:11]([CH3:14])(=[O:13])=[O:12])=[CH:9][C:5](C(O)=O)=[C:4](C)[CH:3]=1.[C:16](OC)([O:20][CH3:21])([O:18]C)[CH3:17].C1(C)C=CC=CC=1. Product: [CH3:14][S:11]([C:10]1[C:9]([S:11]([CH3:10])(=[O:13])=[O:12])=[CH:5][C:17]([C:16]([O:20][CH3:21])=[O:18])=[C:3]([CH3:4])[CH:2]=1)(=[O:13])=[O:12]. The catalyst class is: 12. (3) Reactant: [F:1][C:2]1[CH:7]=[CH:6][C:5]([CH2:8][C:9]([OH:11])=O)=[CH:4][CH:3]=1.[CH:12]1([NH2:15])[CH2:14][CH2:13]1.ON1C2C=CC=CC=2N=N1.CN(C)CCCN=C=NCC. Product: [CH:12]1([NH:15][C:9](=[O:11])[CH2:8][C:5]2[CH:4]=[CH:3][C:2]([F:1])=[CH:7][CH:6]=2)[CH2:14][CH2:13]1. The catalyst class is: 35. (4) Reactant: [Br:1][C:2]1[CH:3]=[C:4]([C:8]([O:10][CH3:11])=[O:9])[O:5][C:6]=1Br.[Cl-].[CH3:13][Zn+]. Product: [Br:1][C:2]1[CH:3]=[C:4]([C:8]([O:10][CH3:11])=[O:9])[O:5][C:6]=1[CH3:13]. The catalyst class is: 516. (5) Reactant: F[C:2]1[CH:3]=[C:4]([CH:7]=[CH:8][CH:9]=1)[C:5]#[N:6].[F:10][C:11]1[CH:16]=[CH:15][CH:14]=[CH:13][C:12]=1[OH:17].C(=O)([O-])[O-].[Cs+].[Cs+].Cl. Product: [F:10][C:11]1[CH:16]=[CH:15][CH:14]=[CH:13][C:12]=1[O:17][C:2]1[CH:3]=[C:4]([CH:7]=[CH:8][CH:9]=1)[C:5]#[N:6]. The catalyst class is: 3. (6) Reactant: C([O:5][C:6](=[O:31])[CH2:7][NH:8][CH2:9][C:10]1[S:14][C:13]([NH:15][C:16]([N:18]([CH:25]2[CH2:30][CH2:29][CH2:28][CH2:27][CH2:26]2)[CH:19]2[CH2:24][CH2:23][CH2:22][CH2:21][CH2:20]2)=[O:17])=[N:12][CH:11]=1)(C)(C)C.Cl. Product: [CH:25]1([N:18]([CH:19]2[CH2:24][CH2:23][CH2:22][CH2:21][CH2:20]2)[C:16](=[O:17])[NH:15][C:13]2[S:14][C:10]([CH2:9][NH:8][CH2:7][C:6]([OH:31])=[O:5])=[CH:11][N:12]=2)[CH2:26][CH2:27][CH2:28][CH2:29][CH2:30]1. The catalyst class is: 343.